Dataset: Full USPTO retrosynthesis dataset with 1.9M reactions from patents (1976-2016). Task: Predict the reactants needed to synthesize the given product. (1) Given the product [CH3:1][O:2][C:3]1[C:8]2[CH2:9][CH2:10][CH:11]([N:22]3[CH2:27][CH2:26][O:25][CH2:24][CH2:23]3)[CH2:12][CH2:13][C:7]=2[CH:6]=[CH:5][C:4]=1[N+:15]([O-:17])=[O:16], predict the reactants needed to synthesize it. The reactants are: [CH3:1][O:2][C:3]1[C:8]2[CH2:9][CH2:10][C:11](=O)[CH2:12][CH2:13][C:7]=2[CH:6]=[CH:5][C:4]=1[N+:15]([O-:17])=[O:16].ClCCCl.[NH:22]1[CH2:27][CH2:26][O:25][CH2:24][CH2:23]1.C(O)(=O)C.C(O[BH-](OC(=O)C)OC(=O)C)(=O)C.[Na+].[OH-].[Na+]. (2) Given the product [C:11]([CH:15]1[CH2:21][CH:20]2[N:22]([C:23]([O:25][CH2:26][CH3:27])=[O:24])[CH:17]([CH2:18][CH2:19]2)[CH2:16]1)#[N:12], predict the reactants needed to synthesize it. The reactants are: S([CH2:11][N+:12]#[C-])(C1C=CC(C)=CC=1)(=O)=O.O=[C:15]1[CH2:21][CH:20]2[N:22]([C:23]([O:25][CH2:26][CH3:27])=[O:24])[CH:17]([CH2:18][CH2:19]2)[CH2:16]1.CC(C)([O-])C.[K+].O. (3) Given the product [F:8][C:5]1[CH:6]=[CH:7][C:2]2[N:15]([C:16]3[CH:21]=[CH:20][CH:19]=[CH:18][CH:17]=3)[S:11](=[O:13])(=[O:12])[CH:10]([CH2:27][CH2:25][CH2:24][NH:23][CH3:22])[CH2:9][C:3]=2[CH:4]=1, predict the reactants needed to synthesize it. The reactants are: Br[C:2]1[CH:7]=[CH:6][C:5]([F:8])=[CH:4][C:3]=1[CH2:9][CH2:10][S:11](Cl)(=[O:13])=[O:12].[NH2:15][C:16]1[CH:21]=[CH:20][CH:19]=[CH:18][CH:17]=1.[CH3:22][N:23](C)[CH2:24][CH3:25].[CH3:27]O. (4) Given the product [Cl:1][C:2]1[CH:7]=[C:6]([Cl:8])[CH:5]=[CH:4][C:3]=1[C:9]1[N:13]2[N:14]=[C:15]([CH3:25])[CH:16]=[C:17]([N:18]3[CH2:23][CH:22]=[C:21]([C:27]#[N:28])[CH2:20][CH2:19]3)[C:12]2=[CH:11][C:10]=1[CH3:26], predict the reactants needed to synthesize it. The reactants are: [Cl:1][C:2]1[CH:7]=[C:6]([Cl:8])[CH:5]=[CH:4][C:3]=1[C:9]1[N:13]2[N:14]=[C:15]([CH3:25])[CH:16]=[C:17]([N:18]3[CH2:23][CH2:22][C:21](=O)[CH2:20][CH2:19]3)[C:12]2=[CH:11][C:10]=1[CH3:26].[C-:27]#[N:28].[K+].CC(O)=O.C(OCC)(=O)C.CCCCCCC.